Predict the product of the given reaction. From a dataset of Forward reaction prediction with 1.9M reactions from USPTO patents (1976-2016). (1) Given the reactants [NH2:1][C:2]1[N:3]=[CH:4][C:5]2[S:10][C:9](=[O:11])[N:8]([C@@H:12]3[O:24][C@H:23]([CH2:25][OH:26])[C@@H:18]([O:19][C:20](=[O:22])[CH3:21])[C@H:13]3[O:14][C:15](=[O:17])[CH3:16])[C:6]=2[N:7]=1.[C:27]([OH:34])(=[O:33])/[CH:28]=[CH:29]\[C:30]([OH:32])=[O:31], predict the reaction product. The product is: [C:27]([OH:34])(=[O:33])/[CH:28]=[CH:29]\[C:30]([OH:32])=[O:31].[NH2:1][C:2]1[N:3]=[CH:4][C:5]2[S:10][C:9](=[O:11])[N:8]([C@@H:12]3[O:24][C@H:23]([CH2:25][OH:26])[C@@H:18]([O:19][C:20](=[O:22])[CH3:21])[C@H:13]3[O:14][C:15](=[O:17])[CH3:16])[C:6]=2[N:7]=1. (2) Given the reactants Cl[C:2]1[N:11]([C:12]2[CH:17]=[CH:16][CH:15]=[CH:14][CH:13]=2)[C:10](=[O:18])[C:9]2[C:4](=[CH:5][C:6]([C:19]([O:21][CH3:22])=[O:20])=[CH:7][CH:8]=2)[N:3]=1.C(N(CC)C(C)C)(C)C.[Cl:32][C:33]1[CH:40]=[CH:39][C:36]([CH2:37][NH2:38])=[CH:35][CH:34]=1, predict the reaction product. The product is: [Cl:32][C:33]1[CH:40]=[CH:39][C:36]([CH2:37][NH:38][C:2]2[N:11]([C:12]3[CH:17]=[CH:16][CH:15]=[CH:14][CH:13]=3)[C:10](=[O:18])[C:9]3[C:4](=[CH:5][C:6]([C:19]([O:21][CH3:22])=[O:20])=[CH:7][CH:8]=3)[N:3]=2)=[CH:35][CH:34]=1. (3) Given the reactants CO[C:3]1[CH:4]=[C:5]([NH:9][C:10]2[CH:26]=[CH:25][C:13]3[S:14][C:15]([C:18]4[CH:23]=[CH:22][N:21]=[C:20]([NH2:24])[N:19]=4)=[C:16]([CH3:17])[C:12]=3[CH:11]=2)C=[CH:7][CH:8]=1.[N:27]1C=CC=CC=1N.COC1C=C(C=CC=1)N, predict the reaction product. The product is: [CH3:17][C:16]1[C:12]2[CH:11]=[C:10]([NH:9][C:5]3[CH:4]=[CH:3][CH:8]=[CH:7][N:27]=3)[CH:26]=[CH:25][C:13]=2[S:14][C:15]=1[C:18]1[CH:23]=[CH:22][N:21]=[C:20]([NH2:24])[N:19]=1. (4) Given the reactants [OH:1][CH:2]1[CH2:7][CH2:6][N:5]([C:8]([N:10]2[CH2:15][CH:14]([C:16]3[CH:21]=[CH:20][C:19]([O:22][C:23]([F:26])([F:25])[F:24])=[CH:18][CH:17]=3)[CH2:13][CH:12]([C:27](O)=[O:28])[CH2:11]2)=[O:9])[CH2:4][CH2:3]1.O[NH:31][C:32](=[NH:37])[C:33]([CH3:36])([CH3:35])[CH3:34], predict the reaction product. The product is: [C:33]([C:32]1[N:37]=[C:27]([CH:12]2[CH2:13][CH:14]([C:16]3[CH:21]=[CH:20][C:19]([O:22][C:23]([F:26])([F:25])[F:24])=[CH:18][CH:17]=3)[CH2:15][N:10]([C:8]([N:5]3[CH2:6][CH2:7][CH:2]([OH:1])[CH2:3][CH2:4]3)=[O:9])[CH2:11]2)[O:28][N:31]=1)([CH3:36])([CH3:35])[CH3:34]. (5) Given the reactants [CH2:1]([O:8][C:9]1[CH:10]=[C:11]([CH:34]=[CH:35][CH:36]=1)[C:12]([NH:14][C:15]1[CH:20]=[CH:19][CH:18]=[CH:17][C:16]=1[S:21]([NH:24][C:25]([O:27]C1C=CC=CC=1)=O)(=[O:23])=[O:22])=[O:13])[C:2]1[CH:7]=[CH:6][CH:5]=[CH:4][CH:3]=1.[CH2:37]([NH2:41])[CH2:38][CH2:39][CH3:40], predict the reaction product. The product is: [CH2:1]([O:8][C:9]1[CH:10]=[C:11]([CH:34]=[CH:35][CH:36]=1)[C:12]([NH:14][C:15]1[CH:20]=[CH:19][CH:18]=[CH:17][C:16]=1[S:21]([NH:24][C:25]([NH:41][CH2:37][CH2:38][CH2:39][CH3:40])=[O:27])(=[O:23])=[O:22])=[O:13])[C:2]1[CH:7]=[CH:6][CH:5]=[CH:4][CH:3]=1.